The task is: Predict the product of the given reaction.. This data is from Forward reaction prediction with 1.9M reactions from USPTO patents (1976-2016). (1) Given the reactants [Cl:1][C:2]1[CH:3]=[C:4]([C@@H:12]([CH2:22][CH:23]2[CH2:27][CH2:26][CH2:25][C:24]2=[O:28])[C:13]([NH:15][C:16]2[CH:21]=[N:20][CH:19]=[CH:18][N:17]=2)=[O:14])[CH:5]=[CH:6][C:7]=1[S:8]([CH3:11])(=[O:10])=[O:9].[BH4-].[Na+], predict the reaction product. The product is: [Cl:1][C:2]1[CH:3]=[C:4]([C@@H:12]([CH2:22][CH:23]2[CH2:27][CH2:26][CH2:25][CH:24]2[OH:28])[C:13]([NH:15][C:16]2[CH:21]=[N:20][CH:19]=[CH:18][N:17]=2)=[O:14])[CH:5]=[CH:6][C:7]=1[S:8]([CH3:11])(=[O:10])=[O:9]. (2) Given the reactants [NH2:1][CH:2]([CH:7]1[CH2:12][CH2:11][CH:10]([CH3:13])[CH2:9][CH2:8]1)[C:3]([O:5][CH3:6])=[O:4].[N:14]([CH2:17][C:18]1([C:23]2[CH:28]=[CH:27][CH:26]=[CH:25][CH:24]=2)[O:22][CH2:21][CH2:20][O:19]1)=[C:15]=[O:16], predict the reaction product. The product is: [CH3:13][CH:10]1[CH2:9][CH2:8][CH:7]([CH:2]([NH:1][C:15]([NH:14][CH2:17][C:18]2([C:23]3[CH:28]=[CH:27][CH:26]=[CH:25][CH:24]=3)[O:22][CH2:21][CH2:20][O:19]2)=[O:16])[C:3]([O:5][CH3:6])=[O:4])[CH2:12][CH2:11]1. (3) Given the reactants Cl[C:2]1[C:11]2[C:6](=[CH:7][C:8]([Cl:14])=[C:9]([O:12][CH3:13])[CH:10]=2)[N:5]=[CH:4][C:3]=1[C:15]([NH2:17])=[O:16].[NH2:18][C:19]1[CH:20]=[C:21]([CH:26]=[CH:27][CH:28]=1)[C:22]([O:24][CH3:25])=[O:23], predict the reaction product. The product is: [NH2:17][C:15]([C:3]1[CH:4]=[N:5][C:6]2[C:11]([C:2]=1[NH:18][C:19]1[CH:20]=[C:21]([CH:26]=[CH:27][CH:28]=1)[C:22]([O:24][CH3:25])=[O:23])=[CH:10][C:9]([O:12][CH3:13])=[C:8]([Cl:14])[CH:7]=2)=[O:16]. (4) Given the reactants [N:1]1[CH:6]=[CH:5][CH:4]=[CH:3][CH:2]=1.[CH2:7]([N:10]1[C:18]2[C:13](=[CH:14][CH:15]=[CH:16][CH:17]=2)[C:12](=[O:19])[C:11]1=[O:20])[CH:8]=[CH2:9].FC(F)(F)S(O[C:27]1[CH:32]=[CH:31][CH:30]=[CH:29][C:28]=1[Si](C)(C)C)(=O)=O.[F-].[K+].O1CCOCCOCCOCCOCCOCC1, predict the reaction product. The product is: [CH2:7]([N:10]1[C:18]2[C:13](=[CH:14][CH:15]=[CH:16][CH:17]=2)[C:12]([O:19][C:27]2[CH:32]=[CH:31][CH:30]=[CH:29][CH:28]=2)([C:2]2[CH:3]=[CH:4][CH:5]=[CH:6][N:1]=2)[C:11]1=[O:20])[CH:8]=[CH2:9]. (5) Given the reactants O=[C:2]([CH3:16])[CH2:3][C:4]([O:6][CH2:7][C:8]1[CH:13]=[CH:12][C:11]([O:14][CH3:15])=[CH:10][CH:9]=1)=[O:5].[CH3:17][NH:18][C:19]([NH:21][CH3:22])=[O:20].[O:23]1[CH:27]=[CH:26][CH:25]=[C:24]1[CH:28]=O, predict the reaction product. The product is: [O:23]1[CH:27]=[CH:26][CH:25]=[C:24]1[CH:28]1[C:3]([C:4]([O:6][CH2:7][C:8]2[CH:13]=[CH:12][C:11]([O:14][CH3:15])=[CH:10][CH:9]=2)=[O:5])=[C:2]([CH3:16])[N:21]([CH3:22])[C:19](=[O:20])[N:18]1[CH3:17]. (6) Given the reactants [CH3:1][Si:2]([CH3:33])([CH3:32])[CH2:3][CH2:4][O:5][CH2:6][N:7]([CH2:24][O:25][CH2:26][CH2:27][Si:28]([CH3:31])([CH3:30])[CH3:29])[C:8]1[N:13]2[N:14]=[CH:15][CH:16]=[C:12]2[N:11]=[C:10]([CH:17]2[CH2:22][CH2:21][C:20](=[O:23])[CH2:19][CH2:18]2)[CH:9]=1.C1C(=O)N([I:41])C(=O)C1, predict the reaction product. The product is: [CH3:29][Si:28]([CH3:31])([CH3:30])[CH2:27][CH2:26][O:25][CH2:24][N:7]([CH2:6][O:5][CH2:4][CH2:3][Si:2]([CH3:33])([CH3:32])[CH3:1])[C:8]1[N:13]2[N:14]=[CH:15][C:16]([I:41])=[C:12]2[N:11]=[C:10]([CH:17]2[CH2:22][CH2:21][C:20](=[O:23])[CH2:19][CH2:18]2)[CH:9]=1. (7) Given the reactants [CH3:1][N:2]1[N:18]=[CH:17][C:16]2[NH:15][C:14](=[O:19])[C@H:13]([CH3:20])[CH:12]=[CH:11][CH2:10][C@H:9]([NH:21][C:22](=[O:28])[O:23][C:24]([CH3:27])([CH3:26])[CH3:25])[C:8]3[CH:29]=[C:4]([CH:5]=[CH:6][CH:7]=3)[C:3]1=2, predict the reaction product. The product is: [CH3:1][N:2]1[N:18]=[CH:17][C:16]2[NH:15][C:14](=[O:19])[C@H:13]([CH3:20])[CH2:12][CH2:11][CH2:10][C@H:9]([NH:21][C:22](=[O:28])[O:23][C:24]([CH3:26])([CH3:25])[CH3:27])[C:8]3[CH:29]=[C:4]([CH:5]=[CH:6][CH:7]=3)[C:3]1=2. (8) Given the reactants [F:1][C:2]([F:30])([F:29])[C:3]1[CH:28]=[CH:27][C:6]([CH2:7][NH:8][CH:9]([C:17]2[CH:22]=[CH:21][C:20]([C:23]([F:26])([F:25])[F:24])=[CH:19][CH:18]=2)[CH2:10]/[CH:11]=[CH:12]/[C:13]([O:15][CH3:16])=[O:14])=[CH:5][CH:4]=1.N1C2C=CC=C(CO)[C:34]=2N=N1.C(O)(C)(C)C.[I-].[I-].[Sm+2], predict the reaction product. The product is: [CH3:16][O:15][C:13](=[O:14])[CH2:12][CH:11]1[CH2:10][CH:9]([C:17]2[CH:18]=[CH:19][C:20]([C:23]([F:25])([F:24])[F:26])=[CH:21][CH:22]=2)[N:8]([CH2:7][C:6]2[CH:27]=[CH:28][C:3]([C:2]([F:29])([F:30])[F:1])=[CH:4][CH:5]=2)[CH2:34]1. (9) Given the reactants [CH2:1]([O:5][C:6]([C:8]1[N:9]=[C:10](Br)[C:11]2[C:16]([C:17]=1[OH:18])=[CH:15][CH:14]=[C:13]([O:19][C:20]1[CH:25]=[CH:24][C:23]([O:26][CH3:27])=[CH:22][CH:21]=1)[CH:12]=2)=[O:7])[CH2:2][CH2:3][CH3:4].[Cu][C:30]#[N:31].CN1CCCC1, predict the reaction product. The product is: [CH2:1]([O:5][C:6]([C:8]1[N:9]=[C:10]([C:30]#[N:31])[C:11]2[C:16]([C:17]=1[OH:18])=[CH:15][CH:14]=[C:13]([O:19][C:20]1[CH:25]=[CH:24][C:23]([O:26][CH3:27])=[CH:22][CH:21]=1)[CH:12]=2)=[O:7])[CH2:2][CH2:3][CH3:4]. (10) Given the reactants C(O)(C(F)(F)F)=O.C(OC(=O)[NH:14][C@H:15]([C:17]1[N:21]([CH:22]2[CH2:24][CH2:23]2)[C:20]2[C:25]([C:30]([N:32]3[CH2:37][CH2:36][O:35][CH2:34][CH2:33]3)=[O:31])=[C:26]([F:29])[CH:27]=[CH:28][C:19]=2[N:18]=1)[CH3:16])(C)(C)C, predict the reaction product. The product is: [NH2:14][C@H:15]([C:17]1[N:21]([CH:22]2[CH2:23][CH2:24]2)[C:20]2[C:25]([C:30]([N:32]3[CH2:33][CH2:34][O:35][CH2:36][CH2:37]3)=[O:31])=[C:26]([F:29])[CH:27]=[CH:28][C:19]=2[N:18]=1)[CH3:16].